Dataset: Catalyst prediction with 721,799 reactions and 888 catalyst types from USPTO. Task: Predict which catalyst facilitates the given reaction. Reactant: [CH3:1][Si:2]([CH3:17])([CH3:16])[CH2:3][CH2:4][O:5][CH2:6][O:7][CH2:8][C:9]1[N:10]=[C:11]([CH:14]=O)[S:12][CH:13]=1.[NH2:18][OH:19].Cl.C([O-])([O-])=O.[Na+].[Na+]. Product: [CH3:1][Si:2]([CH3:17])([CH3:16])[CH2:3][CH2:4][O:5][CH2:6][O:7][CH2:8][C:9]1[N:10]=[C:11]([CH:14]=[N:18][OH:19])[S:12][CH:13]=1. The catalyst class is: 40.